This data is from Full USPTO retrosynthesis dataset with 1.9M reactions from patents (1976-2016). The task is: Predict the reactants needed to synthesize the given product. (1) Given the product [Cl:16][C:17]1[CH:22]=[CH:21][C:20]([CH2:23][CH2:24][CH2:25][OH:26])=[CH:19][C:18]=1[C:28]([NH:30][CH2:31][C:32]12[CH2:41][CH:36]3[CH2:35][CH:34]([CH2:40][CH:38]([CH2:37]3)[CH2:39]1)[CH2:33]2)=[O:29], predict the reactants needed to synthesize it. The reactants are: C(OC(Cl)=O)C(C)C.C(N(CC)CC)C.[Cl:16][C:17]1[CH:22]=[CH:21][C:20]([CH2:23][CH2:24][C:25](O)=[O:26])=[CH:19][C:18]=1[C:28]([NH:30][CH2:31][C:32]12[CH2:41][CH:36]3[CH2:37][CH:38]([CH2:40][CH:34]([CH2:35]3)[CH2:33]1)[CH2:39]2)=[O:29]. (2) Given the product [Cl:11][C:4]1[C:5]([F:10])=[C:6]([CH:9]=[C:2]([B:15]2[O:16][C:17]([CH3:19])([CH3:18])[C:13]([CH3:29])([CH3:12])[O:14]2)[CH:3]=1)[C:7]#[N:8], predict the reactants needed to synthesize it. The reactants are: Br[C:2]1[CH:3]=[C:4]([Cl:11])[C:5]([F:10])=[C:6]([CH:9]=1)[C:7]#[N:8].[CH3:12][C:13]1([CH3:29])[C:17]([CH3:19])([CH3:18])[O:16][B:15]([B:15]2[O:16][C:17]([CH3:19])([CH3:18])[C:13]([CH3:29])([CH3:12])[O:14]2)[O:14]1.C([O-])(=O)C.[K+].